From a dataset of Reaction yield outcomes from USPTO patents with 853,638 reactions. Predict the reaction yield, written as a fraction of the theoretical maximum amount of product (1.0 means a 100% yield; for example, 0.34 means a 34% yield). (1) The reactants are [CH3:1][O:2][CH2:3][O:4][C:5]1[CH:10]=[CH:9][CH:8]=[CH:7][C:6]=1[C:11](=O)[CH3:12].[CH:14]([C:16]1[CH:25]=[CH:24][CH:23]=[CH:22][C:17]=1[C:18]([O:20][CH3:21])=[O:19])=O.[C:26](#[N:30])[CH2:27][C:28]#[N:29].C([O-])(=O)C.[NH4+:35]. The catalyst is C1(C)C=CC=CC=1. The product is [NH2:29][C:28]1[C:27]([C:26]#[N:30])=[C:14]([C:16]2[CH:25]=[CH:24][CH:23]=[CH:22][C:17]=2[C:18]([O:20][CH3:21])=[O:19])[CH:12]=[C:11]([C:6]2[CH:7]=[CH:8][CH:9]=[CH:10][C:5]=2[O:4][CH2:3][O:2][CH3:1])[N:35]=1. The yield is 0.190. (2) The reactants are Br[C:2]1[CH:23]=[CH:22][C:5]2[C:6]3[N:7]([CH:11]=[C:12]([C:14]4[N:18]([CH:19]([CH3:21])[CH3:20])[N:17]=[CH:16][N:15]=4)[N:13]=3)[CH2:8][CH2:9][O:10][C:4]=2[CH:3]=1.[Si:24]([O:31][C:32]([CH3:45])([CH3:44])[CH2:33][N:34]1[CH:38]=[C:37]([Sn](C)(C)C)[N:36]=[C:35]1[CH3:43])([C:27]([CH3:30])([CH3:29])[CH3:28])([CH3:26])[CH3:25]. The catalyst is O1CCOCC1.C1C=CC([P]([Pd]([P](C2C=CC=CC=2)(C2C=CC=CC=2)C2C=CC=CC=2)([P](C2C=CC=CC=2)(C2C=CC=CC=2)C2C=CC=CC=2)[P](C2C=CC=CC=2)(C2C=CC=CC=2)C2C=CC=CC=2)(C2C=CC=CC=2)C2C=CC=CC=2)=CC=1. The product is [Si:24]([O:31][C:32]([CH3:45])([CH3:44])[CH2:33][N:34]1[CH:38]=[C:37]([C:2]2[CH:23]=[CH:22][C:5]3[C:6]4[N:7]([CH:11]=[C:12]([C:14]5[N:18]([CH:19]([CH3:21])[CH3:20])[N:17]=[CH:16][N:15]=5)[N:13]=4)[CH2:8][CH2:9][O:10][C:4]=3[CH:3]=2)[N:36]=[C:35]1[CH3:43])([C:27]([CH3:30])([CH3:29])[CH3:28])([CH3:26])[CH3:25]. The yield is 0.460. (3) The reactants are C([O:8][CH2:9][CH2:10][CH2:11][C@@H:12]1[CH2:16][CH2:15][N:14]([C:17]2[CH:18]=[N:19][CH:20]=[C:21]([O:23][CH2:24][C@@H:25]3[CH2:29][CH2:28][CH2:27][N:26]3C(OC(C)(C)C)=O)[CH:22]=2)[CH2:13]1)C1C=CC=CC=1. The catalyst is [Pd].CO.C(Cl)(Cl)Cl. The product is [NH:26]1[CH2:27][CH2:28][CH2:29][C@H:25]1[CH2:24][O:23][C:21]1[CH:22]=[C:17]([N:14]2[CH2:15][CH2:16][C@H:12]([CH2:11][CH2:10][CH2:9][OH:8])[CH2:13]2)[CH:18]=[N:19][CH:20]=1. The yield is 0.810. (4) The reactants are [F:1][C:2]1[CH:7]=[C:6]([C:8]2[CH:13]=[CH:12][N:11]=[C:10]([CH3:14])[CH:9]=2)[CH:5]=[CH:4][C:3]=1[CH2:15][N:16]1[CH2:21][CH2:20][N:19](C(OC(C)(C)C)=O)[CH2:18][CH2:17]1.FC(F)(F)C(O)=O. The catalyst is ClCCl. The product is [F:1][C:2]1[CH:7]=[C:6]([C:8]2[CH:13]=[CH:12][N:11]=[C:10]([CH3:14])[CH:9]=2)[CH:5]=[CH:4][C:3]=1[CH2:15][N:16]1[CH2:17][CH2:18][NH:19][CH2:20][CH2:21]1. The yield is 0.410. (5) The reactants are [Cl:1][C:2]1[CH:3]=[C:4](B2OC(C)(C)C(C)(C)O2)[CH:5]=[C:6]([Cl:13])[C:7]=1[O:8][C:9]([F:12])([F:11])[F:10].Br[C:24]([C:26]([F:29])([F:28])[F:27])=[CH2:25].C([O-])([O-])=O.[K+].[K+]. The catalyst is C1COCC1.O.Cl[Pd](Cl)([P](C1C=CC=CC=1)(C1C=CC=CC=1)C1C=CC=CC=1)[P](C1C=CC=CC=1)(C1C=CC=CC=1)C1C=CC=CC=1. The product is [Cl:13][C:6]1[CH:5]=[C:4]([C:24]([C:26]([F:29])([F:28])[F:27])=[CH2:25])[CH:3]=[C:2]([Cl:1])[C:7]=1[O:8][C:9]([F:10])([F:11])[F:12]. The yield is 0.720. (6) The reactants are [NH:1]1[CH2:6][CH2:5][CH:4]([NH:7][C:8]2[O:9][C:10]3[C:16]([C:17]([OH:19])=O)=[CH:15][CH:14]=[CH:13][C:11]=3[N:12]=2)[CH2:3][CH2:2]1.[CH2:20]([O:22][C:23]1[CH:24]=[C:25]([CH:28]=[CH:29][C:30]=1[O:31][CH3:32])[CH:26]=O)[CH3:21].[CH:33]([N:36](C(C)C)[CH2:37]C)(C)C.C(O)(=O)C.C([BH3-])#N.[Na+]. The catalyst is C(O)C.C(OCC)(=O)C.O. The product is [CH3:33][N:36]([CH3:37])[C:17]([C:16]1[C:10]2[O:9][C:8]([NH:7][CH:4]3[CH2:3][CH2:2][N:1]([CH2:26][C:25]4[CH:28]=[CH:29][C:30]([O:31][CH3:32])=[C:23]([O:22][CH2:20][CH3:21])[CH:24]=4)[CH2:6][CH2:5]3)=[N:12][C:11]=2[CH:13]=[CH:14][CH:15]=1)=[O:19]. The yield is 0.990. (7) The reactants are [H-].[Al+3].[Li+].[H-].[H-].[H-].[Cl-].[Al+3].[Cl-].[Cl-].[N:11]1([CH2:20][C:21]2[N:25]([CH2:26][C:27]([NH:29][CH3:30])=O)[C:24]3[CH:31]=[CH:32][CH:33]=[CH:34][C:23]=3[N:22]=2)[C:15]2[CH:16]=[CH:17][CH:18]=[CH:19][C:14]=2[N:13]=[N:12]1. The yield is 0.280. The product is [N:11]1([CH2:20][C:21]2[N:25]([CH2:26][CH2:27][NH:29][CH3:30])[C:24]3[CH:31]=[CH:32][CH:33]=[CH:34][C:23]=3[N:22]=2)[C:15]2[CH:16]=[CH:17][CH:18]=[CH:19][C:14]=2[N:13]=[N:12]1. The catalyst is O1CCCC1. (8) The reactants are [F:1][C:2]1[C:10]([O:11][CH2:12][C:13]2[O:14][CH:15]=[C:16]([C:18]3[CH:23]=[CH:22][C:21]([O:24]C)=[CH:20][CH:19]=3)[N:17]=2)=[CH:9][CH:8]=[C:7]([F:26])[C:3]=1[C:4]([NH2:6])=[O:5].B(Br)(Br)Br.C([O-])(O)=O.[Na+]. The catalyst is C(Cl)Cl. The product is [F:1][C:2]1[C:10]([O:11][CH2:12][C:13]2[O:14][CH:15]=[C:16]([C:18]3[CH:23]=[CH:22][C:21]([OH:24])=[CH:20][CH:19]=3)[N:17]=2)=[CH:9][CH:8]=[C:7]([F:26])[C:3]=1[C:4]([NH2:6])=[O:5]. The yield is 0.0600. (9) The reactants are Cl.[CH2:2]([C:4]1[S:24][C:7]2[N:8]=[C:9]([S:18][CH2:19][C:20]([O:22][CH3:23])=[O:21])[N:10]=[C:11]([N:12]3[CH2:17][CH2:16][NH:15][CH2:14][CH2:13]3)[C:6]=2[CH:5]=1)[CH3:3].C(N(C(C)C)CC)(C)C.[NH:34]1[C:42]2[C:37](=[CH:38][C:39]([C:43](O)=[O:44])=[CH:40][CH:41]=2)[CH:36]=[CH:35]1.CN(C(ON1N=NC2C=CC=NC1=2)=[N+](C)C)C.F[P-](F)(F)(F)(F)F. The catalyst is CN(C=O)C. The product is [CH2:2]([C:4]1[S:24][C:7]2[N:8]=[C:9]([S:18][CH2:19][C:20]([O:22][CH3:23])=[O:21])[N:10]=[C:11]([N:12]3[CH2:17][CH2:16][N:15]([C:43]([C:39]4[CH:38]=[C:37]5[C:42](=[CH:41][CH:40]=4)[NH:34][CH:35]=[CH:36]5)=[O:44])[CH2:14][CH2:13]3)[C:6]=2[CH:5]=1)[CH3:3]. The yield is 0.270. (10) The reactants are [Cl:1][C:2]1[CH:3]=[C:4]2[C:9](=[CH:10][CH:11]=1)[NH:8][C:7](=[O:12])[C:6]([C@H:13]([NH:15][S@@](C(C)(C)C)=O)[CH3:14])=[CH:5]2.Cl.C(OCC)C. The catalyst is CO. The product is [ClH:1].[NH2:15][C@@H:13]([C:6]1[C:7](=[O:12])[NH:8][C:9]2[C:4]([CH:5]=1)=[CH:3][C:2]([Cl:1])=[CH:11][CH:10]=2)[CH3:14]. The yield is 0.670.